This data is from Forward reaction prediction with 1.9M reactions from USPTO patents (1976-2016). The task is: Predict the product of the given reaction. Given the reactants [C:1]([C:3]1[CH:4]=[C:5]([NH:9][C:10]([O:12][CH2:13][CH2:14][C:15]2[CH:20]=[CH:19][C:18](B(O)O)=[CH:17][C:16]=2[CH2:24][CH3:25])=[O:11])[CH:6]=[CH:7][CH:8]=1)#[N:2].[NH2:26][C:27]1[CH:28]=[C:29]2[C:34](=[CH:35][CH:36]=1)[C:33]([N:37]([C:45]([O:47][C:48]([CH3:51])([CH3:50])[CH3:49])=[O:46])[C:38]([O:40][C:41]([CH3:44])([CH3:43])[CH3:42])=[O:39])=[N:32][CH:31]=[CH:30]2.O.[C:53]([OH:57])(=[O:56])[CH:54]=O, predict the reaction product. The product is: [C:48]([O:47][C:45]([N:37]([C:38]([O:40][C:41]([CH3:42])([CH3:43])[CH3:44])=[O:39])[C:33]1[C:34]2[C:29](=[CH:28][C:27]([NH:26][CH:54]([C:18]3[CH:19]=[CH:20][C:15]([CH2:14][CH2:13][O:12][C:10](=[O:11])[NH:9][C:5]4[CH:6]=[CH:7][CH:8]=[C:3]([C:1]#[N:2])[CH:4]=4)=[C:16]([CH2:24][CH3:25])[CH:17]=3)[C:53]([OH:57])=[O:56])=[CH:36][CH:35]=2)[CH:30]=[CH:31][N:32]=1)=[O:46])([CH3:51])([CH3:50])[CH3:49].